This data is from Full USPTO retrosynthesis dataset with 1.9M reactions from patents (1976-2016). The task is: Predict the reactants needed to synthesize the given product. (1) Given the product [CH2:1]([N:4]([C:22]([O:24][CH2:25][C:26]1[CH:31]=[CH:30][CH:29]=[CH:28][CH:27]=1)=[O:23])[C:5]1[C:10](=[O:11])[N:9]2[C@@H:12]([C:19]([OH:21])=[O:20])[CH2:13][C@:14]([CH2:38][C:37]([O:36][C:32]([CH3:35])([CH3:34])[CH3:33])=[O:80])([CH3:15])[C:8]2=[N:7][CH:6]=1)[CH:2]=[CH2:3], predict the reactants needed to synthesize it. The reactants are: [CH2:1]([N:4]([C:22]([O:24][CH2:25][C:26]1[CH:31]=[CH:30][CH:29]=[CH:28][CH:27]=1)=[O:23])[C:5]1[C:10](=[O:11])[N:9]2[C@H:12]([C:19]([OH:21])=[O:20])[CH2:13][C@:14](N=[N+]=[N-])([CH3:15])[C:8]2=[N:7][CH:6]=1)[CH:2]=[CH2:3].[C:32]([O:36][C:37](=[O:80])[CH2:38][C@@]1(C)C2=NC=C(N(CC=C)C(OCC3C=CC=CC=3)=O)C(=O)N2[C@@H](C(N(C(OC(C)(C)C)=O)C2C=CC=CC=2)=O)C1)([CH3:35])([CH3:34])[CH3:33]. (2) Given the product [CH3:29][N:30]([CH3:34])[CH2:31][CH2:32][NH:33][C:26]([C:17]1[S:16][C:15]([NH:14][C:10]2[CH:11]=[CH:12][CH:13]=[C:8]([CH3:7])[CH:9]=2)=[N:19][C:18]=1[C:20]1[CH:21]=[CH:22][N:23]=[CH:24][CH:25]=1)=[O:28], predict the reactants needed to synthesize it. The reactants are: C(Cl)(=O)C(Cl)=O.[CH3:7][C:8]1[CH:9]=[C:10]([NH:14][C:15]2[S:16][C:17]([C:26]([OH:28])=O)=[C:18]([C:20]3[CH:25]=[CH:24][N:23]=[CH:22][CH:21]=3)[N:19]=2)[CH:11]=[CH:12][CH:13]=1.[CH3:29][N:30]([CH3:34])[CH2:31][CH2:32][NH2:33]. (3) Given the product [NH:39]1[CH2:40][CH:37]([C:34]2[CH:35]=[CH:36][C:31]([C:3]3[CH:4]=[C:5]4[C:9](=[CH:10][C:2]=3[Cl:1])[NH:8][CH:7]=[C:6]4[CH:24]=[O:27])=[CH:32][CH:33]=2)[CH2:38]1, predict the reactants needed to synthesize it. The reactants are: [Cl:1][C:2]1[CH:10]=[C:9]2[C:5]([CH:6]=[CH:7][NH:8]2)=[CH:4][C:3]=1B1OCC(C)(C)CO1.CN(C=O)C.[C:24]([O-:27])([O-])=O.[K+].[K+].Br[C:31]1[CH:36]=[CH:35][C:34]([CH:37]2[CH2:40][NH:39][CH2:38]2)=[CH:33][CH:32]=1. (4) Given the product [Cl:11][C:12]1[CH:13]=[C:14]([NH:20][C:21](=[O:29])[C:22]([CH:24]2[CH2:28][CH2:27][CH2:26][CH2:25]2)([OH:23])[CH2:6][C:5]2[CH:8]=[CH:9][CH:10]=[C:3]([F:2])[CH:4]=2)[CH:15]=[CH:16][C:17]=1[C:18]#[N:19], predict the reactants needed to synthesize it. The reactants are: [Cl-].[F:2][C:3]1[CH:4]=[C:5]([CH:8]=[CH:9][CH:10]=1)[CH2:6][Zn+].[Cl:11][C:12]1[CH:13]=[C:14]([NH:20][C:21](=[O:29])[C:22]([CH:24]2[CH2:28][CH2:27][CH2:26][CH2:25]2)=[O:23])[CH:15]=[CH:16][C:17]=1[C:18]#[N:19]. (5) The reactants are: [F:1][CH:2]([F:39])[O:3][C:4]1[CH:5]=[C:6]([CH:14]([C:23]2[CH:28]=[CH:27][C:26]([C:29]([OH:38])([C:34]([F:37])([F:36])[F:35])[C:30]([F:33])([F:32])[F:31])=[CH:25][CH:24]=2)[CH2:15][C:16]2[CH:17]=[N+:18]([O-])[CH:19]=[CH:20][CH:21]=2)[CH:7]=[CH:8][C:9]=1[O:10][CH:11]([F:13])[F:12].C(N(CC)CC)C.FC(F)(F)C(OC(=O)C(F)(F)F)=[O:50]. Given the product [F:39][CH:2]([F:1])[O:3][C:4]1[CH:5]=[C:6]([CH:14]([C:23]2[CH:28]=[CH:27][C:26]([C:29]([OH:38])([C:34]([F:37])([F:35])[F:36])[C:30]([F:31])([F:33])[F:32])=[CH:25][CH:24]=2)[CH2:15][C:16]2[CH:21]=[CH:20][C:19](=[O:50])[NH:18][CH:17]=2)[CH:7]=[CH:8][C:9]=1[O:10][CH:11]([F:12])[F:13], predict the reactants needed to synthesize it.